Predict the reactants needed to synthesize the given product. From a dataset of Retrosynthesis with 50K atom-mapped reactions and 10 reaction types from USPTO. The reactants are: CCCCC(=O)CC(=O)OC.CCCCN. Given the product CCCCNC(=O)CC(=O)CCCC, predict the reactants needed to synthesize it.